This data is from Forward reaction prediction with 1.9M reactions from USPTO patents (1976-2016). The task is: Predict the product of the given reaction. (1) Given the reactants C[O:2][C:3](=O)[C:4]1[CH:9]=[C:8]([Cl:10])[C:7]([O:11][CH2:12][C:13]2[CH:18]=[CH:17][CH:16]=[CH:15][CH:14]=2)=[C:6]([Cl:19])[CH:5]=1.[H-].[Al+3].[Li+].[H-].[H-].[H-], predict the reaction product. The product is: [CH2:12]([O:11][C:7]1[C:6]([Cl:19])=[CH:5][C:4]([CH2:3][OH:2])=[CH:9][C:8]=1[Cl:10])[C:13]1[CH:14]=[CH:15][CH:16]=[CH:17][CH:18]=1. (2) Given the reactants BrC1C2N3CCN(C)C(=O)C3=[C:10]([O:11][CH2:12][C:13]3C=CC=CC=3)[C:6]=2C(=O)N(CC2C=CC(F)=C(Cl)C=2)N=1.C([Sn](CCCC)(CCCC)C(OCC)=C)CCC.[O:53]1[CH2:58][CH2:57][O:56][CH2:55][CH2:54]1, predict the reaction product. The product is: [CH2:58]([O:53][CH:54]=[CH:55][O:56][CH:6]=[CH:10][O:11][CH2:12][CH3:13])[CH3:57]. (3) Given the reactants [Cl:1][C:2]1[CH:3]=[C:4]2[C:12](=[C:13]([N+:15]([O-])=O)[CH:14]=1)[NH:11][C:10]1[CH:9]=[N:8][CH:7]=[C:6]([CH3:18])[C:5]2=1, predict the reaction product. The product is: [Cl:1][C:2]1[CH:3]=[C:4]2[C:12](=[C:13]([NH2:15])[CH:14]=1)[NH:11][C:10]1[CH:9]=[N:8][CH:7]=[C:6]([CH3:18])[C:5]2=1. (4) The product is: [OH:1][CH:2]([CH2:6][CH2:7][CH2:8][CH2:9][CH2:10][CH3:11])[C:3]([O:5][CH2:12][C:13]1[CH:18]=[CH:17][CH:16]=[CH:15][CH:14]=1)=[O:4]. Given the reactants [OH:1][CH:2]([CH2:6][CH2:7][CH2:8][CH2:9][CH2:10][CH3:11])[C:3]([OH:5])=[O:4].[CH2:12](Br)[C:13]1[CH:18]=[CH:17][CH:16]=[CH:15][CH:14]=1.C(N(CC)CC)C, predict the reaction product. (5) Given the reactants Br[C:2]1[CH:10]=[C:9]2[C:5]([CH:6]=[N:7][N:8]2S(C2C=CC=CC=2)(=O)=O)=[C:4]([C:20]2[O:21][C:22]([CH2:25][N:26]3[CH2:31][CH2:30][O:29][CH:28]([CH2:32][CH3:33])[CH2:27]3)=[N:23][N:24]=2)[CH:3]=1.[CH3:34][O:35][C:36]1[C:41]([NH:42][S:43]([CH3:46])(=[O:45])=[O:44])=[CH:40][C:39](B2OC(C)(C)C(C)(C)O2)=[CH:38][N:37]=1.[O-]P([O-])([O-])=O.[K+].[K+].[K+].[OH-].[Na+], predict the reaction product. The product is: [CH2:32]([CH:28]1[O:29][CH2:30][CH2:31][N:26]([CH2:25][C:22]2[O:21][C:20]([C:4]3[CH:3]=[C:2]([C:39]4[CH:40]=[C:41]([NH:42][S:43]([CH3:46])(=[O:44])=[O:45])[C:36]([O:35][CH3:34])=[N:37][CH:38]=4)[CH:10]=[C:9]4[C:5]=3[CH:6]=[N:7][NH:8]4)=[N:24][N:23]=2)[CH2:27]1)[CH3:33]. (6) Given the reactants Br[C:2]1[NH:6][C:5]([CH2:7][CH3:8])=[N:4][C:3]=1[C:9]1[CH:14]=[CH:13][C:12]([F:15])=[C:11]([CH3:16])[CH:10]=1.[NH:17]1[C:25]2[C:20](=[CH:21][C:22](B3OC(C)(C)C(C)(C)O3)=[CH:23][CH:24]=2)[CH:19]=[N:18]1.C([O-])([O-])=O.[Na+].[Na+], predict the reaction product. The product is: [CH2:7]([C:5]1[NH:6][C:2]([C:22]2[CH:21]=[C:20]3[C:25](=[CH:24][CH:23]=2)[NH:17][N:18]=[CH:19]3)=[C:3]([C:9]2[CH:14]=[CH:13][C:12]([F:15])=[C:11]([CH3:16])[CH:10]=2)[N:4]=1)[CH3:8]. (7) Given the reactants [CH3:1][O:2][C:3](=[O:14])[C:4]1[CH:9]=[CH:8][C:7]([OH:10])=[C:6]([O:11][CH2:12][CH3:13])[CH:5]=1.[N+:15]([O-])([OH:17])=[O:16], predict the reaction product. The product is: [CH3:1][O:2][C:3](=[O:14])[C:4]1[CH:9]=[C:8]([N+:15]([O-:17])=[O:16])[C:7]([OH:10])=[C:6]([O:11][CH2:12][CH3:13])[CH:5]=1. (8) Given the reactants FC(F)(F)C(O)=O.[CH3:8][C:9]1([CH3:25])[CH2:14][N:13](C(OC(C)(C)C)=O)[CH2:12][C:11]2[CH:22]=[N:23][NH:24][C:10]1=2.[ClH:26], predict the reaction product. The product is: [ClH:26].[ClH:26].[CH3:8][C:9]1([CH3:25])[CH2:14][NH:13][CH2:12][C:11]2[CH:22]=[N:23][NH:24][C:10]1=2.